Dataset: Forward reaction prediction with 1.9M reactions from USPTO patents (1976-2016). Task: Predict the product of the given reaction. (1) The product is: [CH2:17]([C:12]1[C:11]2[CH:24]=[CH:25][C:8](/[C:5](/[CH2:6][CH3:7])=[CH:4]\[CH2:3][OH:2])=[CH:9][C:10]=2[O:14][C:13]=1[CH2:15][CH3:16])[C:18]1[CH:19]=[CH:20][CH:21]=[CH:22][CH:23]=1. Given the reactants C[O:2][C:3](=O)/[CH:4]=[C:5](\[C:8]1[CH:25]=[CH:24][C:11]2[C:12]([CH2:17][C:18]3[CH:23]=[CH:22][CH:21]=[CH:20][CH:19]=3)=[C:13]([CH2:15][CH3:16])[O:14][C:10]=2[CH:9]=1)/[CH2:6][CH3:7].[H-].C([Al+]CC(C)C)C(C)C, predict the reaction product. (2) Given the reactants Cl[C:2]1[C:11]2[C:6](=[CH:7][CH:8]=[C:9]([CH3:12])[CH:10]=2)[N:5]=[C:4]([N:13]2[CH2:19][C:18]3[CH:20]=[CH:21][CH:22]=[CH:23][C:17]=3[S:16](=[O:24])[CH2:15][CH2:14]2)[CH:3]=1.[NH:25]1[CH2:29][CH2:28][CH:27]([NH:30]C(=O)OC(C)(C)C)[CH2:26]1, predict the reaction product. The product is: [CH3:12][C:9]1[CH:10]=[C:11]2[C:6](=[CH:7][CH:8]=1)[N:5]=[C:4]([N:13]1[CH2:19][C:18]3[CH:20]=[CH:21][CH:22]=[CH:23][C:17]=3[S:16](=[O:24])[CH2:15][CH2:14]1)[CH:3]=[C:2]2[N:25]1[CH2:29][CH2:28][CH:27]([NH2:30])[CH2:26]1. (3) Given the reactants [Br:1][C:2]1[CH:3]=[C:4]([CH:9]=[C:10]([OH:12])[CH:11]=1)[C:5]([O:7][CH3:8])=[O:6].C([O-])([O-])=O.[K+].[K+].I[CH:20]([CH3:22])[CH3:21], predict the reaction product. The product is: [Br:1][C:2]1[CH:3]=[C:4]([CH:9]=[C:10]([O:12][CH:20]([CH3:22])[CH3:21])[CH:11]=1)[C:5]([O:7][CH3:8])=[O:6]. (4) Given the reactants [CH3:1][C@@H:2]1[N:6]([C:7]2[N:12]=[CH:11][CH:10]=[CH:9][N:8]=2)[C@H:5]([C:13]([O:15]CC)=[O:14])[CH2:4][CH2:3]1.[Li+].[OH-].Cl, predict the reaction product. The product is: [CH3:1][C@@H:2]1[N:6]([C:7]2[N:12]=[CH:11][CH:10]=[CH:9][N:8]=2)[C@H:5]([C:13]([OH:15])=[O:14])[CH2:4][CH2:3]1. (5) Given the reactants Br[C:2]1[C:7]([O:8][CH3:9])=[CH:6][C:5]2[O:10][CH2:11][C:12]3[C:16]([C:17]([O:19][CH2:20][CH3:21])=[O:18])=[N:15][N:14]([C:22]4[CH:26]=[CH:25][S:24][CH:23]=4)[C:13]=3[C:4]=2[CH:3]=1.[O-]P(OP(OP([O-])([O-])=O)([O-])=O)(=O)[O-].[K+].[K+].[K+].[K+].[K+], predict the reaction product. The product is: [CH3:9][O:8][C:7]1[C:2]([CH:3]=[C:4]([CH3:13])[CH3:5])=[CH:3][C:4]2[C:13]3[N:14]([C:22]4[CH:26]=[CH:25][S:24][CH:23]=4)[N:15]=[C:16]([C:17]([O:19][CH2:20][CH3:21])=[O:18])[C:12]=3[CH2:11][O:10][C:5]=2[CH:6]=1. (6) Given the reactants [C:1]1(=[O:8])[O:7][C:5](=[O:6])[CH:4]=[C:2]1[CH3:3].C(Cl)(Cl)Cl.C[Si]([N:17]=[N+]=[N-])(C)C, predict the reaction product. The product is: [CH3:3][C:2]1[NH:17][C:1](=[O:8])[O:7][C:5](=[O:6])[CH:4]=1.